This data is from Forward reaction prediction with 1.9M reactions from USPTO patents (1976-2016). The task is: Predict the product of the given reaction. Given the reactants CN(C[CH2:11][CH2:12][N:13]([CH3:33])[C:14]1[C:22]2[O:21][CH:20]=[CH:19][C:18]=2[CH:17]=[C:16]([NH:23][S:24]([C:27]2[CH:32]=[CH:31][CH:30]=[CH:29][CH:28]=2)(=[O:26])=[O:25])[CH:15]=1)C(=O)OC(C)(C)C.N1(C2C3OC=CC=3C=C(N)C=2)CCC[CH2:36][CH2:35]1, predict the reaction product. The product is: [N:13]1([C:14]2[C:22]3[O:21][CH:20]=[CH:19][C:18]=3[CH:17]=[C:16]([NH:23][S:24]([C:27]3[CH:28]=[CH:29][CH:30]=[CH:31][CH:32]=3)(=[O:26])=[O:25])[CH:15]=2)[CH2:12][CH2:11][CH2:36][CH2:35][CH2:33]1.